This data is from Catalyst prediction with 721,799 reactions and 888 catalyst types from USPTO. The task is: Predict which catalyst facilitates the given reaction. (1) Reactant: [NH2:1][C:2]1[CH:20]=[CH:19][C:5]([C:6]([NH:8][C:9]2[CH:18]=[CH:17][C:16]3[C:11](=[CH:12][CH:13]=[CH:14][CH:15]=3)[N:10]=2)=[O:7])=[CH:4][C:3]=1[N+:21]([O-])=O. Product: [NH2:21][C:3]1[CH:4]=[C:5]([CH:19]=[CH:20][C:2]=1[NH2:1])[C:6]([NH:8][C:9]1[CH:18]=[CH:17][C:16]2[C:11](=[CH:12][CH:13]=[CH:14][CH:15]=2)[N:10]=1)=[O:7]. The catalyst class is: 867. (2) Reactant: [Br:1][C:2]1[CH:9]=[CH:8][C:5]([CH:6]=[O:7])=[C:4](F)[CH:3]=1.C(=O)([O-])[O-].[K+].[K+].[CH3:17][NH:18][CH3:19].C(O)C. Product: [Br:1][C:2]1[CH:9]=[CH:8][C:5]([CH:6]=[O:7])=[C:4]([N:18]([CH3:19])[CH3:17])[CH:3]=1. The catalyst class is: 42. (3) Product: [CH3:19][CH:2]1[C:11]2[C:6](=[CH:7][CH:8]=[CH:9][CH:10]=2)[N:5]([CH:12]2[CH2:17][CH2:16][N:15]([CH3:18])[CH2:14][CH2:13]2)[C:3]1=[O:4]. Reactant: Br[CH:2]([CH3:19])[C:3]([N:5]([CH:12]1[CH2:17][CH2:16][N:15]([CH3:18])[CH2:14][CH2:13]1)[C:6]1[CH:11]=[CH:10][CH:9]=[CH:8][CH:7]=1)=[O:4].[Al+3].[Cl-].[Cl-].[Cl-].[OH-].[Na+]. The catalyst class is: 6. (4) Product: [OH:1][CH:2]1[C:11]2[N:10]=[CH:9][CH:8]=[CH:7][C:6]=2[CH2:5][CH2:4][CH2:3]1.[N:10]1[C:11]2[C:2](=[O:1])[CH2:3][CH2:4][CH2:5][C:6]=2[CH:7]=[CH:8][CH:9]=1. Reactant: [OH:1][CH:2]1[C:11]2[N:10]=[CH:9][CH:8]=[CH:7][C:6]=2[CH2:5][CH2:4][CH2:3]1. The catalyst class is: 485. (5) Reactant: [F:1][C:2]1[CH:7]=[CH:6][C:5]([N:8]2[CH2:13][CH2:12][N:11]([S:14]([C:17]3[CH:18]=[C:19]([C:23]4[CH2:28][CH2:27][N:26]([C:29]([O:31][C:32]([CH3:35])([CH3:34])[CH3:33])=[O:30])[CH2:25][CH:24]=4)[CH:20]=[CH:21][CH:22]=3)(=[O:16])=[O:15])[C@H:10]([CH3:36])[CH2:9]2)=[C:4]([C:37]([F:40])([F:39])[F:38])[CH:3]=1. Product: [F:1][C:2]1[CH:7]=[CH:6][C:5]([N:8]2[CH2:13][CH2:12][N:11]([S:14]([C:17]3[CH:18]=[C:19]([CH:23]4[CH2:28][CH2:27][N:26]([C:29]([O:31][C:32]([CH3:33])([CH3:34])[CH3:35])=[O:30])[CH2:25][CH2:24]4)[CH:20]=[CH:21][CH:22]=3)(=[O:15])=[O:16])[C@H:10]([CH3:36])[CH2:9]2)=[C:4]([C:37]([F:40])([F:38])[F:39])[CH:3]=1. The catalyst class is: 19. (6) Reactant: Br[C:2]1[CH:3]=[C:4]([NH2:20])[C:5]2[CH:6]=[N:7][N:8]([S:11]([C:14]3[CH:19]=[CH:18][CH:17]=[CH:16][CH:15]=3)(=[O:13])=[O:12])[C:9]=2[CH:10]=1.CC1(C)C(C)(C)OB([C:29]2[CH:37]=[CH:36][CH:35]=[C:34]3[C:30]=2[CH:31]=[CH:32][NH:33]3)O1.C(=O)([O-])[O-].[Na+].[Na+].O. Product: [NH:33]1[C:34]2[C:30](=[C:29]([C:2]3[CH:3]=[C:4]([NH2:20])[C:5]4[CH:6]=[N:7][N:8]([S:11]([C:14]5[CH:19]=[CH:18][CH:17]=[CH:16][CH:15]=5)(=[O:13])=[O:12])[C:9]=4[CH:10]=3)[CH:37]=[CH:36][CH:35]=2)[CH:31]=[CH:32]1. The catalyst class is: 75.